Dataset: B-cell epitopes from IEDB database with 3,159 antigens for binding position prediction. Task: Token-level Classification. Given an antigen amino acid sequence, predict which amino acid positions are active epitope sites capable of antibody binding. Output is a list of indices for active positions. (1) Given the antigen sequence: MPVTINNFNYNDPIDNNNIIMMEPPFARGTGRYYKAFKITDRIWIIPERYTFGYKPEDFNKSSGIFNRDVCEYYDPDYLNTNDKKNIFLQTMIKLFNRIKSKPLGEKLLEMIINGIPYLGDRRVPLEEFNTNIASVTVNKLISNPGEVERKKGIFANLIIFGPGPVLNENETIDIGIQNHFASREGFGGIMQMKFCPEYVSVFNNVQENKGASIFNRRGYFSDPALILMHELIHVLHGLYGIKVDDLPIVPNEKKFFMQSTDAIQAEELYTFGGQDPSIITPSTDKSIYDKVLQNFRGIVDRLNKVLVCISDPNININIYKNKFKDKYKFVEDSEGKYSIDVESFDKLYKSLMFGFTETNIAENYKIKTRASYFSDSLPPVKIKNLLDNEIYTIEEGFNISDKNMEKEYRGQNKAINKQAYEEISKEHLAVYKIQMCKSVRAPGICIDVDNEDLFFIADKNSFSDDLSKNERIEYDTQSNYIENRSSIDELILDTNLISK..., which amino acid positions are active epitope sites? The epitope positions are: [68, 69, 70, 71, 72, 73, 74, 75, 76, 77, 78, 79, 80]. The amino acids at these positions are: DVCEYYDPDYLNT. (2) Given the antigen sequence: DFVYQFKAMCYFTNGTERVRYVTRYIYNREEYARFDSDVEVYRAVTPLGPPDAEYWNSQKEVLERTRAELDTVCRHNYQLELRTTLQRRVEPTVTISPSRTEALNHHNLLVCSVTDFYPAQIKVRWFRNDQEETTGVVSTPLIRNGDWTFQILVMLEMTPQHGDVYTCHVEHPSLQNPITVEW, which amino acid positions are active epitope sites? The epitope positions are: [57, 58, 59, 60, 61, 62, 63, 64, 65, 66, 67, 68, 69, 70, 71, 72, 73]. The amino acids at these positions are: SQKEVLERTRAELDTVC. (3) Given the antigen sequence: MAAKVLKFSHEVLHAMSRGVEVLANAVKVTLGPKGRNVVLDKSFGAPTITKDGVSVAKEIELEDKFENMGAQMVKEVASRTSDDAGDGTTTATVLAQAILVEGIKAVIAGMNPMDLKRGIDKAVTAAVAELKKISKPCKDQKAIAQVGTISANSDKSIGDIIAEAMEKVGKEGVITVEDGSGLENALEVVEGMQFDRGYLSPYFINNQQNMSAELENPFILLVDKKISNIRELIPLLENVAKSGRPLLVIAEDIEGEALATLVVNNIRGVVKVAAVKAPGFGDRRKAMLQDIAVLTGGKVISEEVGLSLEAASLDDLGSAKRVVVTKDDTTIIDGSGDAGDIKNRVEQIRKEIENSSSDYDKEKLQERLAKLAGGVAVIKVGAATEVEMKEKKARVEDALHATRAAVEEGVVPGGGVALIRVLKSLDSVEVENEDQRVGVEIARRAMAYPLSQIVKNTGVQAAVVADKVLNHKDVNYGYNAATGEYGDMIEMGILDPTKV..., which amino acid positions are active epitope sites? The epitope positions are: [473, 474, 475, 476, 477, 478, 479, 480, 481, 482, 483, 484, 485, 486, 487]. The amino acids at these positions are: DVNYGYNAATGEYGD. (4) Given the antigen sequence: MSENEIQDQQPSDSMEERGGGGGATGSVGGGKGSGVGISTGGWVGGSYFTDSYVITKNTRQFLVKIQNDHKYRTENIIPSNAGGKSQRCVSTPWSYFNFNQYSSHFSPQDWQRLTNEYKRFKPRKMHVKIYNLQIKQILSNGADTTYNNDLTAGVHIFCDGEHAYPNATHPWDEDVMPELPYETWYLFQYGYIPVIHELAEMEDANAVEKAIALQIPFFMLENSDHEVLRTGESTEFTFDFDCEWINNERAYIPPGLMFNPKVPTRRAQYIRQHGNTASSNTRIQPYAKPTSWMTGPGLLSAQRVGPAGSDTASWMVVVNPDGTAVNSGMAGVGSGFDPPSGSLRPTDLEYKIQWYQTPAGTNSDGNIISNPPLSMLRDQALYRGNQTTYNLCSDVWMFPNQIWDRYPITRENPIWCKKPRSDKNTIIDPFDGTLAMDHPPGTIFIKMAKIPVPSNNNADSYLNIYCTGQVSCEIVWEVERYATKNWRPERRHTALGLGI..., which amino acid positions are active epitope sites? The epitope positions are: [161, 162, 163, 164, 165, 166, 167, 168, 169, 170, 171, 172, 173, 174, 175, 176, 177, 178, 179, 180... (22 total positions)]. The amino acids at these positions are: EHAYPNATHPWDEDVMPELPYE. (5) Given the antigen sequence: QFRVIGPRHPIRALVGDEVELPCRISPGKNATGMEVGWYRPPFSRVVHLYRNGKDQDGDQAPEYRGRTELLKDAIGEGKVTLRIRNVRFSDEGGFTCFFRDHSYQEEAAMELKVEDPFYWVSPGVLVLLAVLPVLLLQITVGLVFLCLQYRLRGKLRAEIENLHRTFGQFLEELLFHLEALSG, which amino acid positions are active epitope sites? The epitope positions are: [28, 29, 30, 31, 32, 33, 34, 35, 36, 37, 38, 39, 40, 41, 42, 43, 44, 45, 46, 47... (21 total positions)]. The amino acids at these positions are: KNATGMEVGWYRPPFSRVVHL. (6) Given the antigen sequence: MLAVVAVVLASMVGGALCAMGDKPGPNITATYGDKWLDAKATFYGSDPRGAAPDDHGGACGYKDVDKAPFDSMTGCGNEPIFKDGLGCGSCYEIKCKEPAECSGEPVLIKITDKNYEHIAAYHFDLSGKAFGAMAKKGEEDKLRKAGELMLQFRRVKCEYPSDTKIAFHVEKGSNPNYLALLVKYAAGDGNIVSVDIKSKGSDEFLPMKQSWGAIWRIDPPKPLKGPFTIRLTSESGGHVEQEDVIPEDWKPDTVYKSKIQF, which amino acid positions are active epitope sites? The epitope positions are: [189, 190, 191, 192, 193, 194, 195, 196, 197, 198]. The amino acids at these positions are: GNIVSVDIKS.